Dataset: Serine/threonine kinase 33 screen with 319,792 compounds. Task: Binary Classification. Given a drug SMILES string, predict its activity (active/inactive) in a high-throughput screening assay against a specified biological target. (1) The molecule is S(Cc1oc(C(=O)NCCCN2CCOCC2)cc1)Cc1c(cccc1)C. The result is 0 (inactive). (2) The drug is s1c(NC(=O)CCC(=O)N(CC(=O)NCc2ccc(OC)cc2)c2ccc(OCC)cc2)ncc1. The result is 0 (inactive). (3) The molecule is O=C(NCCc1ccccc1)c1c[nH]c(=O)cc1. The result is 0 (inactive). (4) The result is 0 (inactive). The drug is s1cc(c2oc3c(cc(c4cc5[nH]ccc5cc4)cc3)c(=O)c2)cc1. (5) The molecule is O(CCCCCOc1ccc(cc1)C(N)=N)c1ccc(cc1)C(N)=N. The result is 0 (inactive). (6) The compound is o1c(C(=O)NCCCN2CC(CC(C2)C)C)cc2c1c1c(nc2C)cccc1. The result is 0 (inactive).